From a dataset of Full USPTO retrosynthesis dataset with 1.9M reactions from patents (1976-2016). Predict the reactants needed to synthesize the given product. (1) Given the product [Cl:12][C:9]1[CH:10]=[C:11]2[C:6](=[CH:7][CH:8]=1)[N:5]=[C:4]([NH:13][CH2:14][C:15]1[CH:20]=[CH:19][CH:18]=[CH:17][C:16]=1[O:21][CH3:22])[CH:3]=[C:2]2[C:25]1[CH:24]=[N:23][CH:28]=[CH:27][CH:26]=1, predict the reactants needed to synthesize it. The reactants are: Br[C:2]1[C:11]2[C:6](=[CH:7][CH:8]=[C:9]([Cl:12])[CH:10]=2)[N:5]=[C:4]([NH:13][CH2:14][C:15]2[CH:20]=[CH:19][CH:18]=[CH:17][C:16]=2[O:21][CH3:22])[CH:3]=1.[N:23]1[CH:28]=[CH:27][CH:26]=[C:25](B(O)O)[CH:24]=1.C1(P(C2C=CC=CC=2)C2C=CC=CC=2)C=CC=CC=1. (2) Given the product [C:26]([O:29][C:30]([N:16]([C:15]1[CH:14]=[CH:13][C:8]([C:9]([O:11][CH3:12])=[O:10])=[CH:7][C:6]=1[O:5][CH2:4][CH:1]1[CH2:3][CH2:2]1)[S:17]([CH2:20][CH2:21][N:22]([CH3:23])[CH3:24])(=[O:19])=[O:18])=[O:31])([CH3:28])([CH3:27])[CH3:25], predict the reactants needed to synthesize it. The reactants are: [CH:1]1([CH2:4][O:5][C:6]2[CH:7]=[C:8]([CH:13]=[CH:14][C:15]=2[NH:16][S:17]([CH2:20][CH2:21][N:22]([CH3:24])[CH3:23])(=[O:19])=[O:18])[C:9]([O:11][CH3:12])=[O:10])[CH2:3][CH2:2]1.[CH3:25][C:26]([O:29][C:30](O[C:30]([O:29][C:26]([CH3:28])([CH3:27])[CH3:25])=[O:31])=[O:31])([CH3:28])[CH3:27].